Task: Predict the product of the given reaction.. Dataset: Forward reaction prediction with 1.9M reactions from USPTO patents (1976-2016) (1) Given the reactants [CH3:1][C:2]([S@:5]([NH2:7])=[O:6])([CH3:4])[CH3:3].[F:8][C:9]1[CH:14]=[C:13]([F:15])[C:12]([C:16]2[CH:17]=[N:18][CH:19]=[N:20][CH:21]=2)=[CH:11][C:10]=1[C:22](=O)[CH3:23].O.CCOC(C)=O, predict the reaction product. The product is: [F:8][C:9]1[CH:14]=[C:13]([F:15])[C:12]([C:16]2[CH:21]=[N:20][CH:19]=[N:18][CH:17]=2)=[CH:11][C:10]=1/[C:22](=[N:7]/[S@:5]([C:2]([CH3:4])([CH3:3])[CH3:1])=[O:6])/[CH3:23]. (2) The product is: [CH2:20]([N:19]([CH2:12][C:13]1[CH:18]=[CH:17][CH:16]=[CH:15][CH:14]=1)[C:2]1[C:7]([N+:8]([O-:10])=[O:9])=[C:6]([CH3:11])[CH:5]=[CH:4][N:3]=1)[C:21]1[CH:26]=[CH:25][CH:24]=[CH:23][CH:22]=1. Given the reactants Cl[C:2]1[C:7]([N+:8]([O-:10])=[O:9])=[C:6]([CH3:11])[CH:5]=[CH:4][N:3]=1.[CH2:12]([NH:19][CH2:20][C:21]1[CH:26]=[CH:25][CH:24]=[CH:23][CH:22]=1)[C:13]1[CH:18]=[CH:17][CH:16]=[CH:15][CH:14]=1.C(=O)([O-])[O-].[Na+].[Na+], predict the reaction product. (3) Given the reactants [Cl:1][C:2]1[CH:3]=[C:4]([NH:9][C:10](=[O:38])[CH2:11][C:12]2[CH:17]=[CH:16][C:15]([C:18]3[CH:19]=[N:20][C:21]([O:27]CC4C=CC(OC)=CC=4)=[C:22]([O:24][CH2:25][CH3:26])[CH:23]=3)=[CH:14][C:13]=2[F:37])[CH:5]=[CH:6][C:7]=1[Cl:8].Cl, predict the reaction product. The product is: [Cl:1][C:2]1[CH:3]=[C:4]([NH:9][C:10](=[O:38])[CH2:11][C:12]2[CH:17]=[CH:16][C:15]([C:18]3[CH:23]=[C:22]([O:24][CH2:25][CH3:26])[C:21](=[O:27])[NH:20][CH:19]=3)=[CH:14][C:13]=2[F:37])[CH:5]=[CH:6][C:7]=1[Cl:8]. (4) Given the reactants ClC(Cl)(O[C:5](=O)[O:6][C:7]([Cl:10])(Cl)Cl)Cl.[OH:13][C:14]1[NH:15][C:16]2C=[CH:21][CH:20]=[CH:19][C:17]=2[N:18]=1.C1C[O:26]CC1, predict the reaction product. The product is: [Cl:10][C:7]([O:6][C:5]1[C:16]2[NH:15][C:14]([OH:13])=[N:18][C:17]=2[CH:19]=[CH:20][CH:21]=1)=[O:26]. (5) Given the reactants [CH3:1][CH2:2][CH2:3][CH2:4][CH2:5][CH2:6][CH2:7][CH2:8][CH2:9][CH2:10][CH2:11][CH2:12][CH2:13]/[CH:14]=[CH:15]/[C@@H:16]([OH:21])[C@@H:17]([NH2:20])[CH2:18][OH:19].[OH-].[Na+].[CH3:24][C:25]([O:28][C:29](O[C:29]([O:28][C:25]([CH3:27])([CH3:26])[CH3:24])=[O:30])=[O:30])([CH3:27])[CH3:26].CCCCCC.CCOC(C)=O, predict the reaction product. The product is: [C:29]([NH:20][C@H:17]([C@@H:16](/[CH:15]=[CH:14]/[CH2:13][CH2:12][CH2:11][CH2:10][CH2:9][CH2:8][CH2:7][CH2:6][CH2:5][CH2:4][CH2:3][CH2:2][CH3:1])[OH:21])[CH2:18][OH:19])([O:28][C:25]([CH3:27])([CH3:26])[CH3:24])=[O:30]. (6) Given the reactants [CH3:1][CH:2]1[CH:6]([CH3:7])[O:5][C:4]2([CH2:12][C:11]([CH3:17])([C:13]([F:16])([F:15])[F:14])[C:10](/[CH:19]=[CH:20]/[Sn](CCCC)(CCCC)CCCC)([OH:18])[C:9]([CH3:34])=[CH:8]2)[O:3]1.[CH:35]1(/[C:38](/I)=[CH:39]/[C:40]([O:42][CH2:43][CH3:44])=[O:41])[CH2:37][CH2:36]1.[F-].[K+], predict the reaction product. The product is: [CH:35]1(/[C:38](/[CH:20]=[CH:19]/[C:10]2([OH:18])[C:11]([CH3:17])([C:13]([F:16])([F:14])[F:15])[CH2:12][C:4]3([O:5][CH:6]([CH3:7])[CH:2]([CH3:1])[O:3]3)[CH:8]=[C:9]2[CH3:34])=[CH:39]/[C:40]([O:42][CH2:43][CH3:44])=[O:41])[CH2:37][CH2:36]1. (7) Given the reactants Cl.[Cl:2][C:3]1[CH:26]=[CH:25][C:6]2[N:7]3[C:11]([CH2:12][NH:13][CH2:14][C:5]=2[CH:4]=1)=[N:10][N:9]=[C:8]3[C@H:15]1[CH2:20][CH2:19][C@H:18]([O:21][CH:22]([CH3:24])[CH3:23])[CH2:17][CH2:16]1.C(N(CC)CC)C.[C:34]([O:37][CH2:38][C:39](Cl)=[O:40])(=[O:36])[CH3:35], predict the reaction product. The product is: [Cl:2][C:3]1[CH:26]=[CH:25][C:6]2[N:7]3[C:11](=[N:10][N:9]=[C:8]3[C@H:15]3[CH2:16][CH2:17][C@H:18]([O:21][CH:22]([CH3:24])[CH3:23])[CH2:19][CH2:20]3)[CH2:12][N:13]([C:39](=[O:40])[CH2:38][O:37][C:34](=[O:36])[CH3:35])[CH2:14][C:5]=2[CH:4]=1. (8) Given the reactants C(N(CC)CC)C.[F:8][C:9]1[CH:10]=[C:11]2[C:15](=[CH:16][CH:17]=1)[N:14](C(OC(C)(C)C)=O)[CH:13]=[C:12]2[CH:25]=[O:26].[CH3:27][O:28][C:29]1[CH:30]=[C:31]([CH:42]=[CH:43][CH:44]=1)[N:32]=[CH:33][C:34]1[CH:39]=[N:38][C:37]([O:40][CH3:41])=[CH:36][N:35]=1, predict the reaction product. The product is: [F:8][C:9]1[CH:10]=[C:11]2[C:15](=[CH:16][CH:17]=1)[NH:14][CH:13]=[C:12]2[C:25](=[O:26])[CH:33]([NH:32][C:31]1[CH:42]=[CH:43][CH:44]=[C:29]([O:28][CH3:27])[CH:30]=1)[C:34]1[CH:39]=[N:38][C:37]([O:40][CH3:41])=[CH:36][N:35]=1. (9) The product is: [C:26]1([NH:25][C:3]2[N:8]=[CH:7][C:6]([C:9]([O:11][CH2:12][CH3:13])=[O:10])=[CH:5][N:4]=2)[CH:31]=[CH:30][CH:29]=[CH:28][CH:27]=1. Given the reactants CS[C:3]1[N:8]=[CH:7][C:6]([C:9]([O:11][CH2:12][CH3:13])=[O:10])=[CH:5][N:4]=1.ClC1C=CC=C(C(OO)=O)C=1.[NH2:25][C:26]1[CH:31]=[CH:30][CH:29]=[CH:28][CH:27]=1, predict the reaction product.